From a dataset of Orexin1 receptor HTS with 218,158 compounds and 233 confirmed actives. Binary Classification. Given a drug SMILES string, predict its activity (active/inactive) in a high-throughput screening assay against a specified biological target. The drug is S(=O)(=O)(N1CCCC1)c1cc(c(OCCOc2ccc(cc2)C)cc1)C(=O)N. The result is 0 (inactive).